Regression. Given two drug SMILES strings and cell line genomic features, predict the synergy score measuring deviation from expected non-interaction effect. From a dataset of NCI-60 drug combinations with 297,098 pairs across 59 cell lines. (1) Drug 1: C1=CC(=C2C(=C1NCCNCCO)C(=O)C3=C(C=CC(=C3C2=O)O)O)NCCNCCO. Drug 2: CC1=C(C(=CC=C1)Cl)NC(=O)C2=CN=C(S2)NC3=CC(=NC(=N3)C)N4CCN(CC4)CCO. Cell line: HCT116. Synergy scores: CSS=66.0, Synergy_ZIP=2.60, Synergy_Bliss=2.32, Synergy_Loewe=5.51, Synergy_HSA=6.34. (2) Drug 1: CC1=C(N=C(N=C1N)C(CC(=O)N)NCC(C(=O)N)N)C(=O)NC(C(C2=CN=CN2)OC3C(C(C(C(O3)CO)O)O)OC4C(C(C(C(O4)CO)O)OC(=O)N)O)C(=O)NC(C)C(C(C)C(=O)NC(C(C)O)C(=O)NCCC5=NC(=CS5)C6=NC(=CS6)C(=O)NCCC[S+](C)C)O. Drug 2: CC(C)NC(=O)C1=CC=C(C=C1)CNNC.Cl. Cell line: UO-31. Synergy scores: CSS=21.2, Synergy_ZIP=-7.80, Synergy_Bliss=2.86, Synergy_Loewe=-4.17, Synergy_HSA=3.38. (3) Cell line: MOLT-4. Synergy scores: CSS=73.3, Synergy_ZIP=0.404, Synergy_Bliss=0.197, Synergy_Loewe=-7.10, Synergy_HSA=1.55. Drug 1: CC1=C(C(=CC=C1)Cl)NC(=O)C2=CN=C(S2)NC3=CC(=NC(=N3)C)N4CCN(CC4)CCO. Drug 2: C1CN1C2=NC(=NC(=N2)N3CC3)N4CC4.